Predict the product of the given reaction. From a dataset of Forward reaction prediction with 1.9M reactions from USPTO patents (1976-2016). Given the reactants Br[C:2]1[CH:3]=[CH:4][C:5]2[N:9]=[CH:8][N:7]([C:10]3[CH:15]=[CH:14][C:13]([Cl:16])=[CH:12][C:11]=3[F:17])[C:6]=2[CH:18]=1.[Cl:19][C:20]1[CH:25]=[CH:24][C:23]([N:26]2[C:30](B(O)O)=[CH:29][CH:28]=[N:27]2)=[CH:22][CH:21]=1, predict the reaction product. The product is: [Cl:16][C:13]1[CH:14]=[CH:15][C:10]([N:7]2[C:6]3[CH:18]=[C:2]([C:30]4[N:26]([C:23]5[CH:24]=[CH:25][C:20]([Cl:19])=[CH:21][CH:22]=5)[N:27]=[CH:28][CH:29]=4)[CH:3]=[CH:4][C:5]=3[N:9]=[CH:8]2)=[C:11]([F:17])[CH:12]=1.